From a dataset of Forward reaction prediction with 1.9M reactions from USPTO patents (1976-2016). Predict the product of the given reaction. Given the reactants [OH:1][C:2]1[C:11](I)=[C:10]2[C:5]([C:6](=[O:24])[N:7]([C:16]3[CH:23]=[CH:22][C:19]([C:20]#[N:21])=[CH:18][CH:17]=3)[C:8]([CH:13]([CH3:15])[CH3:14])=[N:9]2)=[CH:4][CH:3]=1.C([O-])([O-])=O.[K+].[K+].[C:31]1(B(O)O)[CH:36]=[CH:35][CH:34]=[CH:33][CH:32]=1, predict the reaction product. The product is: [OH:1][C:2]1[C:11]([C:31]2[CH:36]=[CH:35][CH:34]=[CH:33][CH:32]=2)=[C:10]2[C:5]([C:6](=[O:24])[N:7]([C:16]3[CH:23]=[CH:22][C:19]([C:20]#[N:21])=[CH:18][CH:17]=3)[C:8]([CH:13]([CH3:15])[CH3:14])=[N:9]2)=[CH:4][CH:3]=1.